From a dataset of Forward reaction prediction with 1.9M reactions from USPTO patents (1976-2016). Predict the product of the given reaction. The product is: [OH:1][CH2:2][C:3]1[CH:8]=[C:7]([OH:9])[C:6]([O:10][CH2:11][CH2:12][CH3:13])=[CH:5][N:15]=1. Given the reactants [OH:1][CH2:2][C:3]1O[CH:5]=[C:6]([O:10][CH2:11][CH2:12][CH3:13])[C:7](=[O:9])[CH:8]=1.[OH-].[NH4+:15], predict the reaction product.